Dataset: KCNQ2 potassium channel screen with 302,405 compounds. Task: Binary Classification. Given a drug SMILES string, predict its activity (active/inactive) in a high-throughput screening assay against a specified biological target. The result is 0 (inactive). The molecule is S(=O)(=O)(/C(=C\c1[nH]c(cc1C)C)C#N)c1ccccc1.